This data is from Catalyst prediction with 721,799 reactions and 888 catalyst types from USPTO. The task is: Predict which catalyst facilitates the given reaction. (1) Reactant: [CH:1]1([NH:5][C:6]([C@@H:8]2[CH2:12][CH2:11][CH2:10][N:9]2[C:13](=[O:30])[CH2:14][O:15][C:16]2[N:20]([C:21]3[CH:26]=[CH:25][CH:24]=[CH:23][CH:22]=3)[N:19]=[C:18]([C:27](O)=[O:28])[CH:17]=2)=[O:7])[CH2:4][CH2:3][CH2:2]1.CN(C(ON1N=NC2C=CC=NC1=2)=[N+](C)C)C.F[P-](F)(F)(F)(F)F.CCN(C(C)C)C(C)C.[CH2:64]([O:68][C:69](=[O:81])[NH:70][CH:71]1[CH2:76][CH2:75][N:74]([C:77](=[O:80])[CH2:78][NH2:79])[CH2:73][CH2:72]1)[CH2:65][CH2:66][CH3:67]. Product: [CH2:64]([O:68][C:69](=[O:81])[NH:70][CH:71]1[CH2:72][CH2:73][N:74]([C:77](=[O:80])[CH2:78][NH:79][C:27]([C:18]2[CH:17]=[C:16]([O:15][CH2:14][C:13]([N:9]3[CH2:10][CH2:11][CH2:12][C@H:8]3[C:6](=[O:7])[NH:5][CH:1]3[CH2:4][CH2:3][CH2:2]3)=[O:30])[N:20]([C:21]3[CH:26]=[CH:25][CH:24]=[CH:23][CH:22]=3)[N:19]=2)=[O:28])[CH2:75][CH2:76]1)[CH2:65][CH2:66][CH3:67]. The catalyst class is: 3. (2) Product: [C@H:42]1([NH:41][C:39]([C:36]2[NH:35][C:34]([C:22]3[C:21]4[C:25](=[CH:26][CH:27]=[C:19]([C:16]5[C:17]([CH3:18])=[C:12]([CH2:11][N:3]([CH2:1][CH3:2])[C:4](=[O:10])[O:5][C:6]([CH3:9])([CH3:7])[CH3:8])[CH:13]=[N:14][CH:15]=5)[CH:20]=4)[N:24]([CH:28]4[CH2:33][CH2:32][CH2:31][CH2:30][O:29]4)[N:23]=3)=[N:38][CH:37]=2)=[O:40])[C:43]2[C:48](=[CH:47][CH:46]=[CH:90][CH:44]=2)[CH2:50][CH2:49]1. Reactant: [CH2:1]([N:3]([CH2:11][C:12]1[CH:13]=[N:14][CH:15]=[C:16]([C:19]2[CH:20]=[C:21]3[C:25](=[CH:26][CH:27]=2)[N:24]([CH:28]2[CH2:33][CH2:32][CH2:31][CH2:30][O:29]2)[N:23]=[C:22]3[C:34]2[NH:35][C:36]([C:39]([NH:41][CH2:42][C:43]3[CH:44]=N[CH:46]=[CH:47][CH:48]=3)=[O:40])=[CH:37][N:38]=2)[C:17]=1[CH3:18])[C:4](=[O:10])[O:5][C:6]([CH3:9])([CH3:8])[CH3:7])[CH3:2].[C:49](OC(N(CC1C(C)=C(C2C=C3C(=CC=2)N(C2CCCCO2)N=C3C2NC(C(O)=O)=CN=2)C=NC=1)CC)=O)(C)(C)[CH3:50].[CH3:90]CN(CC)CC.N[C@H]1C2C(=CC=CC=2)CC1.CN(C(ON1N=NC2C=CC=NC1=2)=[N+](C)C)C.F[P-](F)(F)(F)(F)F. The catalyst class is: 2.